This data is from CYP2D6 inhibition data for predicting drug metabolism from PubChem BioAssay. The task is: Regression/Classification. Given a drug SMILES string, predict its absorption, distribution, metabolism, or excretion properties. Task type varies by dataset: regression for continuous measurements (e.g., permeability, clearance, half-life) or binary classification for categorical outcomes (e.g., BBB penetration, CYP inhibition). Dataset: cyp2d6_veith. (1) The molecule is COc1c2c(nc3ccccc13)O[C@@H]([C@@](C)(O)CO)C2. The result is 0 (non-inhibitor). (2) The compound is COc1c(NC(C)=O)c2ccccc2c2ccccc12. The result is 0 (non-inhibitor).